Task: Predict the reactants needed to synthesize the given product.. Dataset: Full USPTO retrosynthesis dataset with 1.9M reactions from patents (1976-2016) (1) The reactants are: [CH2:1]([O:3][C:4]([C:6]1[C:7]([O:23][C:24](=[O:26])[CH3:25])=[C:8]2[CH:16]=[CH:15][N:14]([C:17]3[CH:22]=[CH:21][CH:20]=[CH:19][CH:18]=3)[C:9]2=[C:10]([C:12]#[N:13])[N:11]=1)=[O:5])[CH3:2].C1C(=O)N([Br:34])C(=O)C1.C(OOC(C1C=CC=CC=1)=O)(C1C=CC=CC=1)=O. Given the product [CH2:1]([O:3][C:4]([C:6]1[C:7]([O:23][C:24](=[O:26])[CH3:25])=[C:8]2[C:16]([Br:34])=[CH:15][N:14]([C:17]3[CH:18]=[CH:19][CH:20]=[CH:21][CH:22]=3)[C:9]2=[C:10]([C:12]#[N:13])[N:11]=1)=[O:5])[CH3:2], predict the reactants needed to synthesize it. (2) Given the product [CH3:3][C@@:4]1([C:20]([F:23])([F:21])[F:22])[CH2:19][N:7]2[C:8](=[O:18])[CH:9]=[C:10]([N:12]3[CH2:13][CH2:14][O:15][CH2:16][CH2:17]3)[N:11]=[C:6]2[N:5]1[C:24]([C:25]1[CH:30]=[CH:29][CH:28]=[CH:27][CH:26]=1)=[O:31], predict the reactants needed to synthesize it. The reactants are: [H-].[Na+].[CH3:3][C@@:4]1([C:20]([F:23])([F:22])[F:21])[CH2:19][N:7]2[C:8](=[O:18])[CH:9]=[C:10]([N:12]3[CH2:17][CH2:16][O:15][CH2:14][CH2:13]3)[N:11]=[C:6]2[NH:5]1.[C:24](Cl)(=[O:31])[C:25]1[CH:30]=[CH:29][CH:28]=[CH:27][CH:26]=1.C(=O)(O)[O-].[Na+]. (3) Given the product [NH2:3][C:4]1[C:5]2[C:12]([C:13]3[CH:14]=[N:15][C:16]4[C:21]([CH:22]=3)=[CH:20][CH:19]=[CH:18][CH:17]=4)=[C:11]3[N:10]([C:6]=2[N:7]=[CH:8][N:9]=1)[CH2:24][C@@H:25]([NH:28][C:29](=[O:35])[O:30][C:31]([CH3:34])([CH3:33])[CH3:32])[C:26]3=[CH2:27], predict the reactants needed to synthesize it. The reactants are: [OH-].[Na+].[NH2:3][C:4]1[C:5]2[C:12]([C:13]3[CH:14]=[N:15][C:16]4[C:21]([CH:22]=3)=[CH:20][CH:19]=[CH:18][CH:17]=4)=[C:11](Br)[N:10]([CH2:24][C@@H:25]([NH:28][C:29](=[O:35])[O:30][C:31]([CH3:34])([CH3:33])[CH3:32])[CH:26]=[CH2:27])[C:6]=2[N:7]=[CH:8][N:9]=1. (4) Given the product [NH2:20][C:21]1[N:26]=[CH:25][C:24]([CH2:27][N:1]2[CH2:6][CH2:5][CH:4]([C:7]3[N:12]=[C:11]([N:13]4[CH2:14][CH2:15][CH2:16][CH2:17][CH2:18]4)[N:10]=[C:9]([OH:19])[CH:8]=3)[CH2:3][CH2:2]2)=[CH:23][N:22]=1, predict the reactants needed to synthesize it. The reactants are: [NH:1]1[CH2:6][CH2:5][CH:4]([C:7]2[N:12]=[C:11]([N:13]3[CH2:18][CH2:17][CH2:16][CH2:15][CH2:14]3)[N:10]=[C:9]([OH:19])[CH:8]=2)[CH2:3][CH2:2]1.[NH2:20][C:21]1[N:26]=[CH:25][C:24]([CH:27]=O)=[CH:23][N:22]=1.C(N(CC)CC)C.C(O[BH-](OC(=O)C)OC(=O)C)(=O)C.[Na+]. (5) The reactants are: [O:1]1[CH2:6][CH2:5][CH:4]([OH:7])[CH2:3][CH2:2]1.[NH2:8][C:9]1[CH:16]=[CH:15][CH:14]=[C:13](F)[C:10]=1[C:11]#[N:12]. Given the product [NH2:8][C:9]1[CH:16]=[CH:15][CH:14]=[C:13]([O:7][CH:4]2[CH2:5][CH2:6][O:1][CH2:2][CH2:3]2)[C:10]=1[C:11]#[N:12], predict the reactants needed to synthesize it. (6) The reactants are: Br[C:2]1[CH:7]=[CH:6][C:5]([N:8]2[CH:12]=[CH:11][CH:10]=[N:9]2)=[CH:4][CH:3]=1.C([Li])CCC.[B:18](OC)([O:21]C)[O:19]C.[Cl-].[NH4+]. Given the product [N:8]1([C:5]2[CH:6]=[CH:7][C:2]([B:18]([OH:21])[OH:19])=[CH:3][CH:4]=2)[CH:12]=[CH:11][CH:10]=[N:9]1, predict the reactants needed to synthesize it.